The task is: Predict the reaction yield, written as a fraction of the theoretical maximum amount of product (1.0 means a 100% yield; for example, 0.34 means a 34% yield).. This data is from Reaction yield outcomes from USPTO patents with 853,638 reactions. (1) The reactants are [CH3:1][N:2]1[C:10](=[O:11])[C:9]2[N:8](COCC[Si](C)(C)C)[C:7]([S:20][CH2:21][C:22]([NH:24][CH:25]([CH2:28][CH3:29])[CH:26]=[O:27])=O)=[N:6][C:5]=2[N:4]([CH3:30])[C:3]1=[O:31].CS(O)(=O)=O.O=P12OP3(OP(OP(O3)(O1)=O)(=O)O2)=O. The catalyst is C(OCC)(=O)C.O. The product is [CH2:28]([C:25]1[N:24]=[C:22]([CH2:21][S:20][C:7]2[NH:8][C:9]3[C:10](=[O:11])[N:2]([CH3:1])[C:3](=[O:31])[N:4]([CH3:30])[C:5]=3[N:6]=2)[O:27][CH:26]=1)[CH3:29]. The yield is 0.587. (2) The reactants are Cl.CN(C)CCCN=C=NCC.[C:13]([OH:21])(=O)[CH2:14][CH2:15][CH2:16][CH2:17][CH2:18][CH3:19].[N+:22]([C:25]1[CH:33]=[CH:32][C:28]([CH2:29][CH2:30][NH2:31])=[CH:27][CH:26]=1)([O-:24])=[O:23].C(N(CC)CC)C. The catalyst is C(OCC)(=O)C.C(Cl)Cl. The product is [N+:22]([C:25]1[CH:26]=[CH:27][C:28]([CH2:29][CH2:30][NH:31][C:13](=[O:21])[CH2:14][CH2:15][CH2:16][CH2:17][CH2:18][CH3:19])=[CH:32][CH:33]=1)([O-:24])=[O:23]. The yield is 0.810. (3) The reactants are C(N(C(C)C)CC)(C)C.Br[CH2:11][C:12]([C:14]1[CH:23]=[CH:22][C:21]2[C:16](=[CH:17][CH:18]=[C:19]([Br:24])[CH:20]=2)[CH:15]=1)=[O:13].[CH3:25][O:26][C:27]([NH:29][C@@H:30]([CH:41]([CH3:43])[CH3:42])[C:31]([N:33]1[CH2:37][CH2:36][CH2:35][C@H:34]1[C:38]([OH:40])=[O:39])=[O:32])=[O:28]. The catalyst is C(#N)C. The product is [CH3:25][O:26][C:27]([NH:29][C@@H:30]([CH:41]([CH3:43])[CH3:42])[C:31]([N:33]1[CH2:37][CH2:36][CH2:35][C@H:34]1[C:38]([O:40][CH2:11][C:12]([C:14]1[CH:23]=[CH:22][C:21]2[C:16](=[CH:17][CH:18]=[C:19]([Br:24])[CH:20]=2)[CH:15]=1)=[O:13])=[O:39])=[O:32])=[O:28]. The yield is 0.710.